This data is from HIV replication inhibition screening data with 41,000+ compounds from the AIDS Antiviral Screen. The task is: Binary Classification. Given a drug SMILES string, predict its activity (active/inactive) in a high-throughput screening assay against a specified biological target. (1) The molecule is COc1ccc2c(c1)C1=C(CC2)C(=O)OC1=O. The result is 0 (inactive). (2) The molecule is c1ccc2c(c1)C1=Nc3c4ccccc4c4n3[Cu-3]35n6c(c7ccccc7c6=NC6=[N+]3C(=N4)c3ccccc36)=NC2=[N+]15. The result is 0 (inactive). (3) The compound is CCN(CC)C(=S)NN=C(C)c1cccc(C)n1. The result is 0 (inactive). (4) The compound is [O+]#C[Mo+]1234(C#[O+])(C#[O+])([Mo+]5678(C#[O+])(C#[O+])(C#[O+])C9=C5[C-]6C7=C98)C5=C1[C-]2C3=C54. The result is 0 (inactive). (5) The molecule is c1csc(-c2nn3c(C45CC6CC(CC(C6)C4)C5)nnc3s2)c1. The result is 0 (inactive). (6) The result is 0 (inactive). The drug is CCOc1ccc(NC(=O)C(=O)C(C(=NN)C(=O)OC)c2nc3ccc([N+](=O)[O-])cc3nc2O)cc1. (7) The result is 0 (inactive). The compound is O=C(c1cccs1)N(C(=S)OCc1ccccn1)c1ccccc1.